From a dataset of HIV replication inhibition screening data with 41,000+ compounds from the AIDS Antiviral Screen. Binary Classification. Given a drug SMILES string, predict its activity (active/inactive) in a high-throughput screening assay against a specified biological target. (1) The compound is CCCCNC(C)(C)C(SSSC(c1cccs1)C(C)(C)NCCCC)c1cccs1. The result is 0 (inactive). (2) The drug is O=P1(Oc2ccccc2)NNP2(=NP(Cl)(Cl)=NP(Cl)(Cl)=N2)NN1. The result is 0 (inactive). (3) The result is 0 (inactive). The compound is Cc1ccc(S(=O)(=O)SC(SCC(=O)c2ccc(Br)cc2)C(=O)c2ccc(Br)cc2)cc1. (4) The compound is CN(C)P1(=O)N(c2ccccc2)P(=O)(N(C)C)N1c1ccccc1. The result is 0 (inactive). (5) The compound is CC1([N+](=O)[O-])COP(=O)(Nc2cccc(Cl)c2)OC1. The result is 0 (inactive).